This data is from Forward reaction prediction with 1.9M reactions from USPTO patents (1976-2016). The task is: Predict the product of the given reaction. Given the reactants [C:1]1([C:7]2[CH:15]=[C:14]3[C:10]([CH2:11][C:12](=[O:16])[NH:13]3)=[CH:9][CH:8]=2)[CH:6]=[CH:5][CH:4]=[CH:3][CH:2]=1.[O:17]=[C:18]1[C:23]2=[CH:24][NH:25][C:26]([CH:27]=O)=[C:22]2[CH2:21][CH2:20][NH:19]1.N1CCCCC1, predict the reaction product. The product is: [O:16]=[C:12]1[C:11](=[CH:27][C:26]2[NH:25][CH:24]=[C:23]3[C:22]=2[CH2:21][CH2:20][NH:19][C:18]3=[O:17])[C:10]2[C:14](=[CH:15][C:7]([C:1]3[CH:2]=[CH:3][CH:4]=[CH:5][CH:6]=3)=[CH:8][CH:9]=2)[NH:13]1.